The task is: Binary Classification. Given a miRNA mature sequence and a target amino acid sequence, predict their likelihood of interaction.. This data is from Experimentally validated miRNA-target interactions with 360,000+ pairs, plus equal number of negative samples. (1) The protein sequence of the target gene is MSEASRDDYKIQSFDAETQQLLKTALKDPGAVDLERVANVIVDHSLQDCVFSKEAGRMCYAIIQAESKQAGQSVFRRGLLNRLQKEYDAREQLRACSLQGWVCYVTFICNIFDYLRVNNMPMMALVNPVYDCLFQLAQPESLSREEEVDCLVLQLHRVGEQLEKMNGQRMDELFILIRDGFLLPTDLSSLARLLLLEMIEFRAAGWKTTPAAHKYYYSEVSD. The miRNA is hsa-miR-6849-3p with sequence ACCAGCCUGUGUCCACCUCCAG. Result: 0 (no interaction). (2) The miRNA is mmu-miR-1193-3p with sequence UAGGUCACCCGUUUUACUAUC. The protein sequence of the target gene is MAEVKVKVQPPDADPVEIENRIIELCHQFPHGITDQVIQNEMPHIEAQQRAVAINRLLSMGQLDLLRSNTGLLYRIKDSQNAGKMKGSDNQEKLVYQIIEDAGNKGIWSRDIRYKSNLPLTEINKILKNLESKKLIKAVKSVAASKKKVYMLYNLQPDRSVTGGAWYSDQDFESEFVEVLNQQCFKFLQSKAETARESKQNPVIQRNSSFASSHEVWKYICELGISKVELSMEDIETILNTLIYDGKVEMTIIAAKEGTVGSVDGHMKLYRAVNPILPPTGVVRAPCGLCPVFEDCHEGG.... Result: 0 (no interaction).